From a dataset of Experimentally validated miRNA-target interactions with 360,000+ pairs, plus equal number of negative samples. Binary Classification. Given a miRNA mature sequence and a target amino acid sequence, predict their likelihood of interaction. (1) The miRNA is hsa-miR-1238-3p with sequence CUUCCUCGUCUGUCUGCCCC. The protein sequence of the target gene is MLLSSPTTPSRGRTPSAVERLEADKAKYVKTHQVIVRRQEPALRGGPGPLTPHPCNELGASASPRTPGPARRGSGRRQPRPDSLIFYRQKRDCKASVNKENAKGQGLVRRLFLGATRDAAPSSPAPTERPGAPAGWAGSPDTPEATGKRAVCPTCSLPLSEKERFFNYCGLERALVEVLGAERFSPQSWGAEHGPQVATSPPPGSGDTSDWTSSDRDAGSPDCAGGGGGSEAAGSARDGRPTVSVVERNARVIQWLYGCQRARAPPRESEV. Result: 0 (no interaction). (2) The miRNA is hsa-miR-148b-3p with sequence UCAGUGCAUCACAGAACUUUGU. The protein sequence of the target gene is MWSRMNRAAEEFYARLRQEFNEEKKGASKDPFIYEADVQVQLISKGQPSLLKTILNENDSVFLVEKVVLEKEETSQVEELQSEETAISDLSAGENIRPLALPVGRARQLIGLYTMAHNPNMTHLKIKQPVTALPPLWVRCDGSDPEGTCWLGAELITTNDIIAGVILYVLTCKADKNYSEDLENLKTSHKKRHHVSAVTARGFAQYELFKSDDLDDTVAPSQTTVTLDLSWSPVDEMLQTPPLSSTAALNIRVQSGESRGCLSHLHRELKFLLVLADGIRTGVTEWLEPLETKSALEFVQ.... Result: 0 (no interaction). (3) The miRNA is hsa-miR-485-3p with sequence GUCAUACACGGCUCUCCUCUCU. The protein sequence of the target gene is MPDQISVSEFVAETHEDYKAPTASSFTTRTAQCRNTVAAIEEALDVDRMVLYKMKKSVKAINSSGLAHVENEEQYTQALEKFGGNCVCRDDPDLGSAFLKFSVFTKELTALFKNLIQNMNNIISFPLDSLLKGDLKGVKGDLKKPFDKAWKDYETKITKIEKEKKEHAKLHGMIRTEISGAEIAEEMEKERRFFQLQMCEYLLKVNEIKIKKGVDLLQNLIKYFHAQCNFFQDGLKAVESLKPSIETLSTDLHTIKQAQDEERRQLIQLRDILKSALQVEQKEDSQIRQSTAYSLHQPQG.... Result: 0 (no interaction). (4) The miRNA is xla-miR-1b with sequence UGGAAUGUUAAGAAGUAUGUA. The protein sequence of the target gene is MTAELREAMALAPWGPVKVKKEEEEEENFPGQASSQQVHSENIKVWAPVQGLQTGLDGSEEEEKGQNISWDMAVVLKATQEAPAASTLGSYSLPGTLAKSEILETHGTMNFLGAETKNLQLLVPKTEICEEAEKPLIISERIQKADPQGPELGEACEKGNMLKRQRIKREKKDFRQVIVNDCHLPESFKEEENQKCKKSGGKYSLNSGAVKNPKTQLGQKPFTCSVCGKGFSQSANLVVHQRIHTGEKPFECHECGKAFIQSANLVVHQRIHTGQKPYVCSKCGKAFTQSSNLTVHQKIH.... Result: 0 (no interaction). (5) The miRNA is hsa-miR-26a-5p with sequence UUCAAGUAAUCCAGGAUAGGCU. Result: 1 (interaction). The protein sequence of the target gene is MAAKVFESIGKFGLALAVAGGVVNSALYNVDAGHRAVIFDRFRGVQDIVVGEGTHFLIPWVQKPIIFDCRSRPRNVPVITGSKDLQNVNITLRILFRPVASQLPRIFTSIGEDYDERVLPSITTEILKSVVARFDAGELITQRELVSRQVSDDLTERAATFGLILDDVSLTHLTFGKEFTEAVEAKQVAQQEAERARFVVEKAEQQKKAAIISAEGDSKAAELIANSLATAGDGLIELRKLEAAEDIAYQLSRSRNITYLPAGQSVLLQLPQ.